This data is from Reaction yield outcomes from USPTO patents with 853,638 reactions. The task is: Predict the reaction yield, written as a fraction of the theoretical maximum amount of product (1.0 means a 100% yield; for example, 0.34 means a 34% yield). (1) The reactants are [NH2:1][C:2]1[CH:7]=[CH:6][C:5]([CH:8]2[CH2:13][C:12](=[O:14])[N:11]([CH3:15])[C:10](=[O:16])[CH2:9]2)=[CH:4][CH:3]=1.C1C(=O)N([Br:24])C(=O)C1. The catalyst is C(Cl)Cl. The product is [NH2:1][C:2]1[CH:3]=[CH:4][C:5]([CH:8]2[CH2:9][C:10](=[O:16])[N:11]([CH3:15])[C:12](=[O:14])[CH2:13]2)=[CH:6][C:7]=1[Br:24]. The yield is 0.670. (2) The reactants are [F:1][C:2]1[CH:7]=[CH:6][C:5]([C:8]2[O:9][CH:10]=[C:11]([CH:13]([CH2:19][NH2:20])[CH2:14][CH2:15][N:16]([CH3:18])[CH3:17])[N:12]=2)=[CH:4][CH:3]=1.[F:21][C:22]([F:38])([F:37])[C:23]1[O:27][N:26]=[C:25]([C:28]2[CH:29]=[C:30]([CH:34]=[CH:35][CH:36]=2)[C:31](O)=[O:32])[N:24]=1. No catalyst specified. The product is [CH3:17][N:16]([CH3:18])[CH2:15][CH2:14][CH:13]([C:11]1[N:12]=[C:8]([C:5]2[CH:4]=[CH:3][C:2]([F:1])=[CH:7][CH:6]=2)[O:9][CH:10]=1)[CH2:19][NH:20][C:31](=[O:32])[C:30]1[CH:34]=[CH:35][CH:36]=[C:28]([C:25]2[N:24]=[C:23]([C:22]([F:38])([F:37])[F:21])[O:27][N:26]=2)[CH:29]=1. The yield is 0.100.